Dataset: Reaction yield outcomes from USPTO patents with 853,638 reactions. Task: Predict the reaction yield, written as a fraction of the theoretical maximum amount of product (1.0 means a 100% yield; for example, 0.34 means a 34% yield). The product is [F:11][C:8]1[CH:9]=[CH:10][C:5]2[N:6]([C:2]([N:16]3[CH2:17][CH2:18][CH:13]([OH:12])[CH2:14][CH2:15]3)=[N:3][N:4]=2)[CH:7]=1. The catalyst is CC(N(C)C)=O.CO.C(Cl)Cl. The reactants are Cl[C:2]1[N:6]2[CH:7]=[C:8]([F:11])[CH:9]=[CH:10][C:5]2=[N:4][N:3]=1.[OH:12][CH:13]1[CH2:18][CH2:17][NH:16][CH2:15][CH2:14]1.N. The yield is 0.440.